This data is from Catalyst prediction with 721,799 reactions and 888 catalyst types from USPTO. The task is: Predict which catalyst facilitates the given reaction. Reactant: [CH2:1]=O.[CH3:3][O:4][CH2:5][CH2:6][NH:7][CH2:8][Si:9]([CH3:12])([CH3:11])[CH3:10].[C:13]([O-:16])([O-])=O.[K+].[K+]. Product: [CH3:3][O:4][CH2:5][CH2:6][N:7]([CH2:1][O:16][CH3:13])[CH2:8][Si:9]([CH3:12])([CH3:11])[CH3:10]. The catalyst class is: 5.